Dataset: Forward reaction prediction with 1.9M reactions from USPTO patents (1976-2016). Task: Predict the product of the given reaction. (1) The product is: [CH2:28]([C:15]1[C:14]2[C:18](=[CH:19][CH:20]=[C:12]([C:9]3[CH:10]=[CH:11][C:6]([O:5][CH2:4][C:3]([OH:35])=[O:2])=[CH:7][CH:8]=3)[CH:13]=2)[N:17]([CH3:21])[C:16]=1[C:22]1[CH:27]=[CH:26][CH:25]=[CH:24][CH:23]=1)[C:29]1[CH:30]=[CH:31][CH:32]=[CH:33][CH:34]=1. Given the reactants C[O:2][C:3](=[O:35])[CH2:4][O:5][C:6]1[CH:11]=[CH:10][C:9]([C:12]2[CH:13]=[C:14]3[C:18](=[CH:19][CH:20]=2)[N:17]([CH3:21])[C:16]([C:22]2[CH:27]=[CH:26][CH:25]=[CH:24][CH:23]=2)=[C:15]3[CH2:28][C:29]2[CH:34]=[CH:33][CH:32]=[CH:31][CH:30]=2)=[CH:8][CH:7]=1.[OH-].[K+], predict the reaction product. (2) Given the reactants Cl[C:2]1[C:3]([N:15](C)[CH:16]2[CH2:20][CH2:19][C:18]3([CH2:25][CH2:24][CH2:23][NH:22][CH2:21]3)[CH2:17]2)=[N:4][C:5]([NH:8][C:9]2[CH:10]=[N:11][N:12]([CH3:14])[CH:13]=2)=[N:6][CH:7]=1.[C:27]([CH2:29][C:30]([OH:32])=O)#[N:28].[CH3:33]N(C(ON1N=NC2C=CC=NC1=2)=[N+](C)C)C.F[P-](F)(F)(F)(F)F.CCN(CC)CC, predict the reaction product. The product is: [CH3:33][C:2]1[C:3]([NH:15][CH:16]2[CH2:24][CH2:25][C:18]3([CH2:21][N:22]([C:30](=[O:32])[CH2:29][C:27]#[N:28])[CH2:23][CH2:17]3)[CH2:19][CH2:20]2)=[N:4][C:5]([NH:8][C:9]2[CH:10]=[N:11][N:12]([CH3:14])[CH:13]=2)=[N:6][CH:7]=1. (3) Given the reactants [CH3:1][C@H:2]([N:6]=[C:7]1[C:11]2[C:12]([O:16][C:17]([F:20])([F:19])[F:18])=[CH:13][CH:14]=[CH:15][C:10]=2[C:9](=[O:21])[O:8]1)[CH2:3][S:4][CH3:5].[F:22][C:23]([F:42])([F:41])[C:24]1[CH:28]=[C:27]([C:29]([F:32])([F:31])[F:30])[N:26]([CH2:33][C:34]2[CH:40]=[CH:39][C:37]([NH2:38])=[CH:36][CH:35]=2)[N:25]=1.O.[C:44]1(C)C=CC(S(O)(=O)=O)=CC=1, predict the reaction product. The product is: [F:42][C:23]([F:22])([F:41])[C:24]1[CH:28]=[C:27]([C:29]([F:32])([F:30])[F:31])[N:26]([CH2:33][C:34]2[CH:40]=[CH:39][C:37]([NH:38][C:9]([C:10]3[C:11]([C:7]([NH:6][C@@H:2]([CH3:1])[CH2:3][S:4][CH3:5])=[O:8])=[C:12]([O:16][C:17]([F:20])([F:19])[F:18])[CH:13]=[CH:14][CH:15]=3)=[O:21])=[C:36]([CH3:44])[CH:35]=2)[N:25]=1.